Dataset: Forward reaction prediction with 1.9M reactions from USPTO patents (1976-2016). Task: Predict the product of the given reaction. (1) Given the reactants [CH2:1]([O:3][C:4](=[O:17])[C:5]([O:8][C:9]1[CH:14]=[CH:13][C:12]([CH2:15][NH2:16])=[CH:11][CH:10]=1)([CH3:7])[CH3:6])[CH3:2].[CH3:18][O:19][CH2:20][CH2:21][C:22]1[C:27]([C:28](O)=[O:29])=[CH:26][N:25]=[C:24]([C:31]2[CH:36]=[CH:35][C:34]([C:37]([F:40])([F:39])[F:38])=[CH:33][CH:32]=2)[N:23]=1.COC(=O)CC(=O)CCOC, predict the reaction product. The product is: [CH2:1]([O:3][C:4](=[O:17])[C:5]([O:8][C:9]1[CH:10]=[CH:11][C:12]([CH2:15][NH:16][C:28]([C:27]2[C:22]([CH2:21][CH2:20][O:19][CH3:18])=[N:23][C:24]([C:31]3[CH:32]=[CH:33][C:34]([C:37]([F:40])([F:39])[F:38])=[CH:35][CH:36]=3)=[N:25][CH:26]=2)=[O:29])=[CH:13][CH:14]=1)([CH3:7])[CH3:6])[CH3:2]. (2) Given the reactants [Cl:1][C:2]1[N:7]=[C:6](Cl)[C:5]([Cl:9])=[CH:4][N:3]=1.[CH2:10]([O:12]CC)C.C[O-].[Na+], predict the reaction product. The product is: [Cl:1][C:2]1[N:7]=[C:6]([O:12][CH3:10])[C:5]([Cl:9])=[CH:4][N:3]=1. (3) Given the reactants [CH3:1][C:2]1[CH:7]=[CH:6][C:5]2[O:8][CH2:9][C:10]([CH2:12][O:13][C:4]=2[CH:3]=1)=[O:11].[O:14]([C:21]1[CH:28]=[CH:27][C:24]([CH:25]=O)=[CH:23][CH:22]=1)[C:15]1[CH:20]=[CH:19][CH:18]=[CH:17][CH:16]=1, predict the reaction product. The product is: [CH3:1][C:2]1[CH:7]=[CH:6][C:5]2[O:8]/[C:9](=[CH:25]\[C:24]3[CH:27]=[CH:28][C:21]([O:14][C:15]4[CH:16]=[CH:17][CH:18]=[CH:19][CH:20]=4)=[CH:22][CH:23]=3)/[C:10](=[O:11])/[C:12](=[CH:25]/[C:24]3[CH:27]=[CH:28][C:21]([O:14][C:15]4[CH:20]=[CH:19][CH:18]=[CH:17][CH:16]=4)=[CH:22][CH:23]=3)/[O:13][C:4]=2[CH:3]=1. (4) Given the reactants [CH2:1]([N:8]1[C:16](=O)[CH:11]2[CH2:12][O:13][CH2:14][CH2:15][N:10]2[C:9]1=[O:18])[C:2]1[CH:7]=[CH:6][CH:5]=[CH:4][CH:3]=1.B.C1COCC1.CO, predict the reaction product. The product is: [CH2:1]([N:8]1[CH2:16][CH:11]2[CH2:12][O:13][CH2:14][CH2:15][N:10]2[C:9]1=[O:18])[C:2]1[CH:7]=[CH:6][CH:5]=[CH:4][CH:3]=1. (5) Given the reactants Br[C:2]1[C:11]2[C:6](=[CH:7][CH:8]=[CH:9][CH:10]=2)[C:5](=[O:12])[N:4]([C:13]2[CH:18]=[CH:17][CH:16]=[CH:15][CH:14]=2)[N:3]=1.CC(C)([O-])C.[Na+].[NH2:25][C:26]1[CH:30]=[C:29]([CH3:31])[NH:28][N:27]=1.C(P(C(C)(C)C)C1C=CC=CC=1C1C=CC=CC=1)(C)(C)C, predict the reaction product. The product is: [CH3:31][C:29]1[CH:30]=[C:26]([NH:25][C:16]2[CH:17]=[CH:18][C:13]([N:4]3[N:3]=[CH:2][C:11]4[C:6](=[CH:7][CH:8]=[CH:9][CH:10]=4)[C:5]3=[O:12])=[CH:14][CH:15]=2)[NH:27][N:28]=1. (6) Given the reactants C([O-])(C)(C)C.[K+].[C:7]([C:9]1[CH:10]=[C:11]2[C:15](=[CH:16][CH:17]=1)[NH:14][C:13](=[O:18])[C:12]2([C:20]1[CH:25]=[CH:24][CH:23]=[CH:22][C:21]=1[O:26][CH2:27][CH3:28])[OH:19])#[N:8].[CH3:29][O:30][C:31]1[CH:36]=[C:35]([O:37][CH3:38])[CH:34]=[CH:33][C:32]=1[S:39](Cl)(=[O:41])=[O:40].CO, predict the reaction product. The product is: [C:7]([C:9]1[CH:10]=[C:11]2[C:15](=[CH:16][CH:17]=1)[N:14]([S:39]([C:32]1[CH:33]=[CH:34][C:35]([O:37][CH3:38])=[CH:36][C:31]=1[O:30][CH3:29])(=[O:41])=[O:40])[C:13](=[O:18])[C:12]2([OH:19])[C:20]1[CH:25]=[CH:24][CH:23]=[CH:22][C:21]=1[O:26][CH2:27][CH3:28])#[N:8].